From a dataset of Catalyst prediction with 721,799 reactions and 888 catalyst types from USPTO. Predict which catalyst facilitates the given reaction. (1) Product: [ClH:12].[C:2]1([CH:8]([CH3:11])[CH2:9][NH2:10])[CH:7]=[CH:6][CH:5]=[CH:4][CH:3]=1. The catalyst class is: 8. Reactant: O.[C:2]1([CH:8]([CH3:11])[C:9]#[N:10])[CH:7]=[CH:6][CH:5]=[CH:4][CH:3]=1.[ClH:12].[H][H]. (2) Reactant: Cl[C:2]1[C:3]([C:12]([O:14][CH2:15][CH3:16])=[O:13])=[N:4][C:5]2[C:10]([N:11]=1)=[CH:9][CH:8]=[CH:7][CH:6]=2.[CH3:17][O-:18].[Na+].[Cl-].[NH4+]. Product: [CH3:17][O:18][C:2]1[C:3]([C:12]([O:14][CH2:15][CH3:16])=[O:13])=[N:4][C:5]2[C:10]([N:11]=1)=[CH:9][CH:8]=[CH:7][CH:6]=2. The catalyst class is: 4. (3) Reactant: [CH2:1]([S:8][C:9]1[N:10]=[C:11](Cl)[C:12]2[S:17][C:16]([NH2:18])=[N:15][C:13]=2[N:14]=1)[C:2]1[CH:7]=[CH:6][CH:5]=[CH:4][CH:3]=1.C(N(C(C)C)C(C)C)C.[NH2:29][C@H:30]([CH2:33][CH2:34][CH3:35])[CH2:31][OH:32].O. Product: [NH2:18][C:16]1[S:17][C:12]2[C:11]([NH:29][C@H:30]([CH2:33][CH2:34][CH3:35])[CH2:31][OH:32])=[N:10][C:9]([S:8][CH2:1][C:2]3[CH:7]=[CH:6][CH:5]=[CH:4][CH:3]=3)=[N:14][C:13]=2[N:15]=1. The catalyst class is: 60. (4) Reactant: C(NC(C)C)(C)C.C([Li])CCC.[CH2:13]([C:15]1[CH:16]=[CH:17][C:18]([F:21])=[N:19][CH:20]=1)[CH3:14].CN(C)[CH:24]=[O:25]. Product: [CH2:13]([C:15]1[CH:16]=[C:17]([CH:24]=[O:25])[C:18]([F:21])=[N:19][CH:20]=1)[CH3:14]. The catalyst class is: 7. (5) Reactant: Cl[C:2]1[C:3]2[C:11]([CH3:12])=[C:10]([CH3:13])[N:9]([C:14]3[C:19]4=[N:20][S:21][N:22]=[C:18]4[C:17]([CH3:23])=[CH:16][C:15]=3[CH3:24])[C:4]=2[N:5]=[C:6]([CH3:8])[N:7]=1.[CH:25]1([CH2:28][NH:29][CH2:30][CH2:31][CH3:32])[CH2:27][CH2:26]1.CS(C)=O. Product: [CH:25]1([CH2:28][N:29]([C:2]2[C:3]3[C:11]([CH3:12])=[C:10]([CH3:13])[N:9]([C:14]4[C:19]5=[N:20][S:21][N:22]=[C:18]5[C:17]([CH3:23])=[CH:16][C:15]=4[CH3:24])[C:4]=3[N:5]=[C:6]([CH3:8])[N:7]=2)[CH2:30][CH2:31][CH3:32])[CH2:27][CH2:26]1. The catalyst class is: 6. (6) Reactant: [CH2:1]1[CH2:5][NH:4][C@H:3]([C:6]([O:8][CH2:9][C:10]2[CH:15]=[CH:14][CH:13]=[CH:12][CH:11]=2)=[O:7])[CH2:2]1.Cl.CCN(C(C)C)C(C)C.[NH:26]([C:35]([O:37][C:38]([CH3:41])([CH3:40])[CH3:39])=[O:36])[C@H:27]([C:32](O)=[O:33])[C:28]([CH3:31])([CH3:30])[CH3:29].C1C=CC2N(O)N=NC=2C=1.C(Cl)CCl. Product: [CH2:9]([O:8][C:6]([CH:3]1[CH2:2][CH2:1][CH2:5][N:4]1[C:32](=[O:33])[CH:27]([NH:26][C:35]([O:37][C:38]([CH3:41])([CH3:40])[CH3:39])=[O:36])[C:28]([CH3:31])([CH3:30])[CH3:29])=[O:7])[C:10]1[CH:15]=[CH:14][CH:13]=[CH:12][CH:11]=1. The catalyst class is: 91. (7) Reactant: [C:1]1([CH2:7][S:8](Cl)(=[O:10])=[O:9])[CH:6]=[CH:5][CH:4]=[CH:3][CH:2]=1.[CH3:12][O:13][CH2:14][CH2:15][NH2:16]. Product: [CH3:12][O:13][CH2:14][CH2:15][NH:16][S:8]([CH2:7][C:1]1[CH:6]=[CH:5][CH:4]=[CH:3][CH:2]=1)(=[O:10])=[O:9]. The catalyst class is: 1.